From a dataset of Full USPTO retrosynthesis dataset with 1.9M reactions from patents (1976-2016). Predict the reactants needed to synthesize the given product. (1) The reactants are: C1(C=C(O)C=C(O)C=1)O.Cl[CH2:11][CH2:12][C:13]([C:15]1[CH:20]=[CH:19][C:18]([F:21])=[C:17]([F:22])[CH:16]=1)=[O:14].[N:23]([O-:25])=[O:24].[Na+]. Given the product [F:22][C:17]1[CH:16]=[C:15]([C:13](=[O:14])[CH2:12][CH2:11][N+:23]([O-:25])=[O:24])[CH:20]=[CH:19][C:18]=1[F:21], predict the reactants needed to synthesize it. (2) Given the product [Br:1][C:2]1[S:6][C:5]([CH3:7])=[N:4][C:3]=1[CH:8]1[CH2:13][CH2:12][CH2:11][CH2:10][CH:9]1[C:14]([OH:16])=[O:15], predict the reactants needed to synthesize it. The reactants are: [Br:1][C:2]1[S:6][C:5]([CH3:7])=[N:4][C:3]=1[CH:8]1[CH2:13][CH2:12][CH2:11][CH2:10][CH:9]1[C:14]([O:16]C)=[O:15].[OH-].[Na+].Cl.